From a dataset of Forward reaction prediction with 1.9M reactions from USPTO patents (1976-2016). Predict the product of the given reaction. (1) Given the reactants [C:1]1([C:7]2([CH3:17])[C:12](=O)[N:11]([CH3:14])[C:10](=[O:15])[NH:9][C:8]2=O)[CH2:6][CH2:5][CH2:4][CH2:3][CH:2]=1.CN(C=O)C.[Cr](O[Cr]([O-])(=O)=O)([O-])(=O)=O.[NH+]1C=CC=CC=1.[NH+]1C=CC=CC=1.O, predict the reaction product. The product is: [C:1]1([C:7]2([CH3:17])[CH2:12][N:11]([CH3:14])[C:10](=[O:15])[NH:9][CH2:8]2)[CH2:6][CH2:5][CH2:4][CH2:3][CH:2]=1. (2) The product is: [OH:25][C@H:24]([CH2:28][OH:27])[C@H:9]([C@H:10]1[C@H:15]2[N:16]=[C:17]([CH3:19])[O:18][C@@H:14]2[CH:13]=[C:12]([C:20]([O:22][CH3:23])=[O:21])[O:11]1)[O:8][CH3:1]. Given the reactants [CH3:1]O.CO.C[O-].[Na+].[OH:8][C@H:9]([C@H:24]1[CH2:28][O:27]C(=O)[O:25]1)[C@H:10]1[C@H:15]2[N:16]=[C:17]([CH3:19])[O:18][C@@H:14]2[CH:13]=[C:12]([C:20]([O:22][CH3:23])=[O:21])[O:11]1, predict the reaction product. (3) Given the reactants [CH3:1][S:2]([C:5]1[CH:6]=[C:7]([CH:11]=[CH:12][CH:13]=1)[C:8](O)=[O:9])(=[O:4])=[O:3].B.C1COCC1, predict the reaction product. The product is: [CH3:1][S:2]([C:5]1[CH:6]=[C:7]([CH2:8][OH:9])[CH:11]=[CH:12][CH:13]=1)(=[O:3])=[O:4]. (4) Given the reactants [C:1]([C:3]1[C:4]([N:25]2[CH2:30][CH2:29][CH:28]([C:31]([O:33]C(C)(C)C)=[O:32])[CH2:27][CH2:26]2)=[N:5][C:6]([CH2:17][N:18]2[CH2:23][CH2:22][CH2:21][CH2:20][C:19]2=[O:24])=[C:7]([C:9](=[O:16])[CH2:10]C(OCC)=O)[CH:8]=1)#[N:2].C(O)=O.O.S(=O)(=O)(O)O, predict the reaction product. The product is: [C:9]([C:7]1[CH:8]=[C:3]([C:1]#[N:2])[C:4]([N:25]2[CH2:30][CH2:29][CH:28]([C:31]([OH:33])=[O:32])[CH2:27][CH2:26]2)=[N:5][C:6]=1[CH2:17][N:18]1[CH2:23][CH2:22][CH2:21][CH2:20][C:19]1=[O:24])(=[O:16])[CH3:10]. (5) Given the reactants [CH3:1][C:2]1[C:10]2[NH:9][C:8]3[CH2:11][CH2:12][N:13]4[CH:17]([C:7]=3[C:6]=2[CH:5]=[C:4]([CH3:18])[CH:3]=1)[CH2:16][CH2:15][CH2:14]4.CC(OI1(OC(C)=O)(OC(C)=O)[O:32][C:30](=O)[C:29]2[CH:28]=[CH:27][CH:26]=[CH:25][C:24]1=2)=O.S(O)([O-])(=O)=O.S(O)(O)(=O)=S.[Na+].[C:52](=O)(O)[O-].[Na+], predict the reaction product. The product is: [CH:29]1([C:30](=[O:32])[CH2:52][N:9]2[C:10]3[C:2]([CH3:1])=[CH:3][C:4]([CH3:18])=[CH:5][C:6]=3[C:7]3[CH:17]4[N:13]([CH2:12][CH2:11][C:8]2=3)[CH2:14][CH2:15][CH2:16]4)[CH2:24][CH2:25][CH2:26][CH2:27][CH2:28]1. (6) Given the reactants [CH3:1][O:2][C:3]([C:5]1[CH:13]=[C:12]2[C:8]([C:9]([CH:32]3[CH2:37][CH2:36][CH2:35][CH2:34][CH2:33]3)=[C:10]([C:23]3[CH:28]=[CH:27][C:26]([NH2:29])=[C:25]([CH:30]=O)[CH:24]=3)[N:11]2[CH2:14][C:15]([N:17]2[CH2:22][CH2:21][O:20][CH2:19][CH2:18]2)=[O:16])=[CH:7][CH:6]=1)=[O:4].C(C1C=C(C=O)C(O)=CC=1)(=O)C.[N+:50]([C:53]1[CH:54]=[C:55]([C:59](=O)[CH3:60])[CH:56]=[CH:57][CH:58]=1)([O-:52])=[O:51], predict the reaction product. The product is: [CH3:1][O:2][C:3]([C:5]1[CH:13]=[C:12]2[C:8]([C:9]([CH:32]3[CH2:37][CH2:36][CH2:35][CH2:34][CH2:33]3)=[C:10]([C:23]3[CH:24]=[C:25]4[C:26](=[CH:27][CH:28]=3)[N:29]=[C:59]([C:55]3[CH:56]=[CH:57][CH:58]=[C:53]([N+:50]([O-:52])=[O:51])[CH:54]=3)[CH:60]=[CH:30]4)[N:11]2[CH2:14][C:15]([N:17]2[CH2:18][CH2:19][O:20][CH2:21][CH2:22]2)=[O:16])=[CH:7][CH:6]=1)=[O:4].